This data is from Full USPTO retrosynthesis dataset with 1.9M reactions from patents (1976-2016). The task is: Predict the reactants needed to synthesize the given product. (1) Given the product [F:1][C:2]1[CH:7]=[CH:6][C:5]([N:8]2[CH2:12][C@@H:11]([C:13]3[CH:14]=[CH:15][CH:16]=[CH:17][CH:18]=3)[N:10]([CH:19]3[CH2:20][CH2:21][N:22]([CH2:27][C:28]4[CH:29]=[CH:30][C:31]([O:34][C:35]5[CH:42]=[CH:41][C:38]([C:39]#[N:40])=[CH:37][CH:36]=5)=[N:32][CH:33]=4)[CH2:23][CH2:24]3)[C:9]2=[O:25])=[CH:4][CH:3]=1, predict the reactants needed to synthesize it. The reactants are: [F:1][C:2]1[CH:7]=[CH:6][C:5]([N:8]2[CH2:12][C@@H:11]([C:13]3[CH:18]=[CH:17][CH:16]=[CH:15][CH:14]=3)[N:10]([CH:19]3[CH2:24][CH2:23][NH:22][CH2:21][CH2:20]3)[C:9]2=[O:25])=[CH:4][CH:3]=1.Br[CH2:27][C:28]1[CH:29]=[CH:30][C:31]([O:34][C:35]2[CH:42]=[CH:41][C:38]([C:39]#[N:40])=[CH:37][CH:36]=2)=[N:32][CH:33]=1.CCN(C(C)C)C(C)C. (2) Given the product [F:14][C:15]1[CH:20]=[CH:19][C:18]([CH:21]2[CH2:22][CH2:23][N:24]([C:2]3[NH:3][C:4](=[O:12])[C:5]4[CH:10]=[CH:9][N:8]([CH3:11])[C:6]=4[N:7]=3)[CH2:25][CH2:26]2)=[CH:17][CH:16]=1, predict the reactants needed to synthesize it. The reactants are: Cl[C:2]1[NH:3][C:4](=[O:12])[C:5]2[CH:10]=[CH:9][N:8]([CH3:11])[C:6]=2[N:7]=1.Cl.[F:14][C:15]1[CH:20]=[CH:19][C:18]([CH:21]2[CH2:26][CH2:25][NH:24][CH2:23][CH2:22]2)=[CH:17][CH:16]=1.C(N(CC)C(C)C)(C)C. (3) Given the product [Cl:1][C:2]1[CH:27]=[CH:26][CH:25]=[CH:24][C:3]=1[O:4][C:5]1[C:10]([C:11]([OH:13])=[O:12])=[C:9]([CH3:16])[N:8]=[C:7]([C:17]2[CH:22]=[CH:21][CH:20]=[C:19]([F:23])[CH:18]=2)[CH:6]=1, predict the reactants needed to synthesize it. The reactants are: [Cl:1][C:2]1[CH:27]=[CH:26][CH:25]=[CH:24][C:3]=1[O:4][C:5]1[C:10]([C:11]([O:13]CC)=[O:12])=[C:9]([CH3:16])[N:8]=[C:7]([C:17]2[CH:22]=[CH:21][CH:20]=[C:19]([F:23])[CH:18]=2)[CH:6]=1.[OH-].[K+].O.Cl. (4) The reactants are: [CH3:1][C:2]1[CH:10]=[CH:9][C:5]([C:6](O)=[O:7])=[CH:4][C:3]=1[N:11]1[CH2:25][CH2:24][C:14]2[N:15]=[C:16]([S:19](=O)(=O)NC)[N:17]=[CH:18][C:13]=2[CH2:12]1.[CH:26]([C:29]1[CH:30]=[C:31]([CH:33]=[CH:34][CH:35]=1)[NH2:32])([CH3:28])[CH3:27].[CH3:36]CN(C(C)C)C(C)C.CN(C(ON1N=NC2C=CC=NC1=2)=[N+](C)C)C.F[P-](F)(F)(F)(F)F. Given the product [CH:26]([C:29]1[CH:30]=[C:31]([NH:32][C:6](=[O:7])[C:5]2[CH:9]=[CH:10][C:2]([CH3:1])=[C:3]([N:11]3[CH2:25][CH2:24][C:14]4[N:15]=[C:16]([S:19][CH3:36])[N:17]=[CH:18][C:13]=4[CH2:12]3)[CH:4]=2)[CH:33]=[CH:34][CH:35]=1)([CH3:28])[CH3:27], predict the reactants needed to synthesize it.